Dataset: Forward reaction prediction with 1.9M reactions from USPTO patents (1976-2016). Task: Predict the product of the given reaction. Given the reactants [N:1]([C:4]1[CH:9]=[C:8]([NH2:10])[CH:7]=[CH:6][N:5]=1)=[N+:2]=[N-:3].[H-].[Na+].[Cl:13][C:14]1[CH:22]=[C:21]([Cl:23])[CH:20]=[C:19]([Cl:24])[C:15]=1[C:16](Cl)=[O:17], predict the reaction product. The product is: [N:1]([C:4]1[CH:9]=[C:8]([NH:10][C:16](=[O:17])[C:15]2[C:19]([Cl:24])=[CH:20][C:21]([Cl:23])=[CH:22][C:14]=2[Cl:13])[CH:7]=[CH:6][N:5]=1)=[N+:2]=[N-:3].